This data is from Reaction yield outcomes from USPTO patents with 853,638 reactions. The task is: Predict the reaction yield, written as a fraction of the theoretical maximum amount of product (1.0 means a 100% yield; for example, 0.34 means a 34% yield). The reactants are Br[C:2]1[C:7]2=[N:8][C:9]([C:12]([NH2:14])=[O:13])=[CH:10][N:11]=[C:6]2[CH:5]=[N:4][CH:3]=1.[F:15][C:16]1[CH:21]=[CH:20][C:19](B(O)O)=[CH:18][CH:17]=1.C(=O)([O-])[O-].[Cs+].[Cs+].O1CCOCC1. The catalyst is C1(P([C-]2C=CC=C2)C2C=CC=CC=2)C=CC=CC=1.[C-]1(P(C2C=CC=CC=2)C2C=CC=CC=2)C=CC=C1.[Fe+2].[Pd](Cl)Cl.O. The product is [F:15][C:16]1[CH:21]=[CH:20][C:19]([C:2]2[C:7]3=[N:8][C:9]([C:12]([NH2:14])=[O:13])=[CH:10][N:11]=[C:6]3[CH:5]=[N:4][CH:3]=2)=[CH:18][CH:17]=1. The yield is 0.630.